This data is from Forward reaction prediction with 1.9M reactions from USPTO patents (1976-2016). The task is: Predict the product of the given reaction. Given the reactants [Cl:1][C:2]1[N:12]=[C:11](Cl)[C:10]([F:14])=[CH:9][C:3]=1[C:4]([O:6][CH2:7][CH3:8])=[O:5].[NH:15]1[CH2:20][CH2:19][CH:18]([C:21]([O:23][C:24]([CH3:27])([CH3:26])[CH3:25])=[O:22])[CH2:17][CH2:16]1.CCN(C(C)C)C(C)C.CCO, predict the reaction product. The product is: [C:24]([O:23][C:21]([CH:18]1[CH2:19][CH2:20][N:15]([C:11]2[C:10]([F:14])=[CH:9][C:3]([C:4]([O:6][CH2:7][CH3:8])=[O:5])=[C:2]([Cl:1])[N:12]=2)[CH2:16][CH2:17]1)=[O:22])([CH3:27])([CH3:25])[CH3:26].